From a dataset of Full USPTO retrosynthesis dataset with 1.9M reactions from patents (1976-2016). Predict the reactants needed to synthesize the given product. (1) Given the product [C:21]([N:20]([CH2:18][CH3:19])[C:10]([C:7]1[CH:6]=[C:5]([O:13][CH2:14][CH:15]2[CH2:17][CH2:16]2)[C:4]([CH:1]2[CH2:2][CH2:3]2)=[CH:9][N:8]=1)=[O:12])([CH3:24])([CH3:23])[CH3:22], predict the reactants needed to synthesize it. The reactants are: [CH:1]1([C:4]2[C:5]([O:13][CH2:14][CH:15]3[CH2:17][CH2:16]3)=[CH:6][C:7]([C:10]([OH:12])=O)=[N:8][CH:9]=2)[CH2:3][CH2:2]1.[CH2:18]([NH:20][C:21]([CH3:24])([CH3:23])[CH3:22])[CH3:19]. (2) Given the product [CH2:17]([C:12]1([NH2:16])[CH2:13][CH2:14][CH:9]([O:8][Si:1]([C:4]([CH3:7])([CH3:6])[CH3:5])([CH3:3])[CH3:2])[CH2:10][CH2:11]1)[CH:18]=[CH2:19], predict the reactants needed to synthesize it. The reactants are: [Si:1]([O:8][CH:9]1[CH2:14][CH2:13][C:12](=O)[CH2:11][CH2:10]1)([C:4]([CH3:7])([CH3:6])[CH3:5])([CH3:3])[CH3:2].[NH3:16].[CH2:17](B1OC(C)(C)C(C)(C)O1)[CH:18]=[CH2:19]. (3) Given the product [Br:37][C:38]1[CH:39]=[CH:40][C:41]([C:44]2[NH:45][C:46]([C@@H:49]3[CH2:53][CH2:52][CH2:51][N:50]3[C:31](=[O:32])[C@@H:30]([NH:29][C:27](=[O:28])[O:26][CH3:25])[CH:34]([CH3:36])[CH3:35])=[CH:47][N:48]=2)=[CH:42][CH:43]=1, predict the reactants needed to synthesize it. The reactants are: CN(C(ON1N=NC2C=CC=NC1=2)=[N+](C)C)C.F[P-](F)(F)(F)(F)F.[CH3:25][O:26][C:27]([NH:29][C@@H:30]([CH:34]([CH3:36])[CH3:35])[C:31](O)=[O:32])=[O:28].[Br:37][C:38]1[CH:43]=[CH:42][C:41]([C:44]2[NH:45][C:46]([C@@H:49]3[CH2:53][CH2:52][CH2:51][NH:50]3)=[CH:47][N:48]=2)=[CH:40][CH:39]=1. (4) The reactants are: Cl[C:2]1[C:9]([N+:10]([O-:12])=[O:11])=[CH:8][CH:7]=[C:6]([Cl:13])[C:3]=1[C:4]#[N:5].[CH3:14][NH2:15].O.CCCCCC. Given the product [Cl:13][C:6]1[C:3]([C:4]#[N:5])=[C:2]([NH:15][CH3:14])[C:9]([N+:10]([O-:12])=[O:11])=[CH:8][CH:7]=1, predict the reactants needed to synthesize it. (5) Given the product [Cl:27][C:15]1[C:14]([C:20]([O:22][CH2:23][CH3:24])=[O:21])=[C:12]([CH3:13])[N:1]=[C:2]2[N:6]([CH2:7][CH3:8])[N:5]=[CH:4][C:3]=12, predict the reactants needed to synthesize it. The reactants are: [NH2:1][C:2]1[N:6]([CH2:7][CH3:8])[N:5]=[CH:4][CH:3]=1.C(O[C:12](=[C:14]([C:20]([O:22][CH2:23][CH3:24])=[O:21])[C:15](OCC)=O)[CH3:13])C.P(Cl)(Cl)([Cl:27])=O.